This data is from Full USPTO retrosynthesis dataset with 1.9M reactions from patents (1976-2016). The task is: Predict the reactants needed to synthesize the given product. (1) Given the product [Cl:8][C:6]1[CH:5]=[C:4]([C:9]2([C:26]([F:28])([F:29])[F:27])[CH2:13][CH2:12][N:11]([C:14]3[S:15][C:16]4[C:22]([C:23]([Cl:32])=[O:24])=[CH:21][CH:20]=[CH:19][C:17]=4[N:18]=3)[CH2:10]2)[CH:3]=[C:2]([Cl:1])[CH:7]=1, predict the reactants needed to synthesize it. The reactants are: [Cl:1][C:2]1[CH:3]=[C:4]([C:9]2([C:26]([F:29])([F:28])[F:27])[CH2:13][CH2:12][N:11]([C:14]3[S:15][C:16]4[C:22]([C:23](O)=[O:24])=[CH:21][CH:20]=[CH:19][C:17]=4[N:18]=3)[CH2:10]2)[CH:5]=[C:6]([Cl:8])[CH:7]=1.S(Cl)([Cl:32])=O. (2) The reactants are: [CH:1]1[C:6]([OH:7])=[CH:5][CH:4]=[C:3]([CH3:8])[CH:2]=1.Cl[CH2:10][CH2:11][CH2:12][Si:13]([O:18][CH3:19])([O:16][CH3:17])[O:14][CH3:15]. Given the product [OH:7][C:6]1[CH:5]=[CH:4][C:3]([CH3:8])=[CH:2][C:1]=1[CH2:10][CH2:11][CH2:12][Si:13]([O:18][CH3:19])([O:16][CH3:17])[O:14][CH3:15], predict the reactants needed to synthesize it.